The task is: Predict the reaction yield, written as a fraction of the theoretical maximum amount of product (1.0 means a 100% yield; for example, 0.34 means a 34% yield).. This data is from Reaction yield outcomes from USPTO patents with 853,638 reactions. (1) The reactants are [CH2:1]([O:3][C:4](=[O:18])[C:5]1[CH:10]=[C:9]([CH3:11])[C:8]([N+:12]([O-:14])=[O:13])=[CH:7][C:6]=1[N+:15]([O-:17])=[O:16])[CH3:2].CO[CH:21]([N:24]([CH3:26])[CH3:25])OC. The catalyst is CN(C=O)C. The product is [CH2:1]([O:3][C:4](=[O:18])[C:5]1[CH:10]=[C:9]([CH:11]=[CH:21][N:24]([CH3:26])[CH3:25])[C:8]([N+:12]([O-:14])=[O:13])=[CH:7][C:6]=1[N+:15]([O-:17])=[O:16])[CH3:2]. The yield is 0.280. (2) The reactants are Br[C:2]1[CH:10]=[C:9]2[C:5]([CH2:6][C:7]3([CH2:15][CH:14]([O:16][CH3:17])[CH:13]([O:18][CH3:19])[CH2:12]3)[C:8]2=[O:11])=[CH:4][CH:3]=1.[C:20]([C:22]1[CH:23]=[C:24](B(O)O)[CH:25]=[CH:26][CH:27]=1)#[N:21].C(=O)([O-])[O-].[Cs+].[Cs+]. The catalyst is O1CCOCC1.O.Cl[Pd](Cl)([P](C1C=CC=CC=1)(C1C=CC=CC=1)C1C=CC=CC=1)[P](C1C=CC=CC=1)(C1C=CC=CC=1)C1C=CC=CC=1. The product is [CH3:19][O:18][CH:13]1[CH:14]([O:16][CH3:17])[CH2:15][C:7]2([CH2:6][C:5]3[C:9](=[CH:10][C:2]([C:26]4[CH:27]=[C:22]([CH:23]=[CH:24][CH:25]=4)[C:20]#[N:21])=[CH:3][CH:4]=3)[C:8]2=[O:11])[CH2:12]1. The yield is 0.970. (3) The reactants are [NH2:1][C:2]1[CH:3]=[CH:4][C:5]([OH:11])=[C:6]([CH:10]=1)[C:7]([OH:9])=[O:8].S(=O)(=O)(O)O.[CH3:17]O. No catalyst specified. The product is [NH2:1][C:2]1[CH:3]=[CH:4][C:5]([OH:11])=[C:6]([CH:10]=1)[C:7]([O:9][CH3:17])=[O:8]. The yield is 0.890.